This data is from Reaction yield outcomes from USPTO patents with 853,638 reactions. The task is: Predict the reaction yield, written as a fraction of the theoretical maximum amount of product (1.0 means a 100% yield; for example, 0.34 means a 34% yield). The reactants are [F:1][C:2]([F:12])([F:11])[C:3]1[CH:8]=[CH:7][N:6]=[CH:5][C:4]=1[C:9]#[N:10].N.CO.[H][H]. The catalyst is [Ni]. The product is [F:11][C:2]([F:1])([F:12])[C:3]1[CH:8]=[CH:7][N:6]=[CH:5][C:4]=1[CH2:9][NH2:10]. The yield is 0.470.